Task: Regression. Given a peptide amino acid sequence and an MHC pseudo amino acid sequence, predict their binding affinity value. This is MHC class I binding data.. Dataset: Peptide-MHC class I binding affinity with 185,985 pairs from IEDB/IMGT (1) The peptide sequence is LLSEIRFYI. The MHC is HLA-A02:01 with pseudo-sequence HLA-A02:01. The binding affinity (normalized) is 1.00. (2) The peptide sequence is CVFKFIVAK. The MHC is HLA-A31:01 with pseudo-sequence HLA-A31:01. The binding affinity (normalized) is 0.481. (3) The peptide sequence is THADVPVVL. The MHC is HLA-A03:01 with pseudo-sequence HLA-A03:01. The binding affinity (normalized) is 0.0847.